This data is from Catalyst prediction with 721,799 reactions and 888 catalyst types from USPTO. The task is: Predict which catalyst facilitates the given reaction. (1) Reactant: [F:1][C:2]1[CH:7]=[C:6]([F:8])[CH:5]=[CH:4][C:3]=1[CH:9]=[CH:10][C:11]([OH:13])=O.Cl.[CH3:15][NH:16][O:17][CH3:18].C1C=CC2N(O)N=NC=2C=1.CCN=C=NCCCN(C)C.C(N(C(C)C)CC)(C)C. Product: [F:1][C:2]1[CH:7]=[C:6]([F:8])[CH:5]=[CH:4][C:3]=1[CH:9]=[CH:10][C:11]([N:16]([O:17][CH3:18])[CH3:15])=[O:13]. The catalyst class is: 4. (2) Product: [CH3:43][O:44][C:45]1[C:46]2[N:59]=[C:58]([NH:60][C:6](=[O:8])[C:5]3[CH:9]=[CH:10][N:11]=[C:3]([CH3:2])[CH:4]=3)[S:57][C:47]=2[C:48]([N:51]2[CH2:52][CH2:53][O:54][CH2:55][CH2:56]2)=[N:49][CH:50]=1. Reactant: Cl.[CH3:2][C:3]1[CH:4]=[C:5]([CH:9]=[CH:10][N:11]=1)[C:6]([OH:8])=O.CN(C(ON1N=NC2C=CC=NC1=2)=[N+](C)C)C.F[P-](F)(F)(F)(F)F.CN1CCOCC1.[CH3:43][O:44][C:45]1[C:46]2[N:59]=[C:58]([NH2:60])[S:57][C:47]=2[C:48]([N:51]2[CH2:56][CH2:55][O:54][CH2:53][CH2:52]2)=[N:49][CH:50]=1. The catalyst class is: 1.